Task: Predict the product of the given reaction.. Dataset: Forward reaction prediction with 1.9M reactions from USPTO patents (1976-2016) (1) Given the reactants [CH2:1]([O:8][C:9]1[CH:14]=[CH:13][C:12]([CH2:15][CH2:16][OH:17])=[CH:11][C:10]=1[C@@H:18]([C:28]1[CH:33]=[CH:32][CH:31]=[CH:30][CH:29]=1)[CH2:19][CH2:20][N:21]([CH:25]([CH3:27])[CH3:26])[CH:22]([CH3:24])[CH3:23])[C:2]1[CH:7]=[CH:6][CH:5]=[CH:4][CH:3]=1.C1(P(C2C=CC=CC=2)C2C=CC=CC=2)C=CC=CC=1.N(/C(OC(C)(C)C)=O)=N\C(OC(C)(C)C)=O.C(OC(=O)[NH:75][CH2:76][CH2:77][C:78]1[CH:83]=[CH:82][C:81](O)=[CH:80][CH:79]=1)(C)(C)C.Cl, predict the reaction product. The product is: [NH3:21].[NH2:75][CH2:76][CH2:77][C:78]1[CH:83]=[CH:82][C:81]([O:17][CH2:16][CH2:15][C:12]2[CH:13]=[CH:14][C:9]([O:8][CH2:1][C:2]3[CH:3]=[CH:4][CH:5]=[CH:6][CH:7]=3)=[C:10]([C@@H:18]([C:28]3[CH:29]=[CH:30][CH:31]=[CH:32][CH:33]=3)[CH2:19][CH2:20][N:21]([CH:25]([CH3:26])[CH3:27])[CH:22]([CH3:23])[CH3:24])[CH:11]=2)=[CH:80][CH:79]=1. (2) The product is: [O:1]=[C:2]1[N:7]([CH2:8][C:9]([NH:24][CH2:23][C@@H:22]([C:16]2[CH:21]=[CH:20][CH:19]=[CH:18][CH:17]=2)[CH3:25])=[O:11])[N:6]=[N:5][C:4]2[CH:12]=[CH:13][CH:14]=[CH:15][C:3]1=2. Given the reactants [O:1]=[C:2]1[N:7]([CH2:8][C:9]([OH:11])=O)[N:6]=[N:5][C:4]2[CH:12]=[CH:13][CH:14]=[CH:15][C:3]1=2.[C:16]1([C@@H:22]([CH3:25])[CH2:23][NH2:24])[CH:21]=[CH:20][CH:19]=[CH:18][CH:17]=1, predict the reaction product. (3) The product is: [CH3:5][O:12][CH2:13][C@@H:14]1[C@@H:20]([C:21]2[CH:26]=[CH:25][C:24]([Cl:27])=[C:23]([Cl:28])[CH:22]=2)[CH2:19][C@H:18]2[N:29]([CH3:30])[C@@H:15]1[CH2:16][CH2:17]2. Given the reactants S([C:5]1C=CC(C)=CC=1)(O)(=O)=O.[OH:12][CH2:13][C@@H:14]1[C@@H:20]([C:21]2[CH:26]=[CH:25][C:24]([Cl:27])=[C:23]([Cl:28])[CH:22]=2)[CH2:19][C@H:18]2[N:29]([CH3:30])[C@@H:15]1[CH2:16][CH2:17]2.C[O-].[Na+], predict the reaction product. (4) Given the reactants [F:1][C@H:2]1[C@@H:7]([O:8][C:9]2[CH:16]=[CH:15][C:14]([C:17]3[N:22]=[C:21]([NH:23][C:24]4[CH:29]=[CH:28][C:27]([N:30]5[CH2:35][CH2:34][N:33]([CH:36]6[CH2:39][O:38][CH2:37]6)[CH2:32][CH2:31]5)=[CH:26][CH:25]=4)[N:20]=[CH:19][N:18]=3)=[CH:13][C:10]=2[C:11]#[N:12])[CH2:6][CH2:5][NH:4][CH2:3]1.[C:40](O)(=[O:43])[CH2:41][OH:42].CN(C(ON1N=NC2C=CC=NC1=2)=[N+](C)C)C.F[P-](F)(F)(F)(F)F.O, predict the reaction product. The product is: [F:1][C@H:2]1[C@@H:7]([O:8][C:9]2[CH:16]=[CH:15][C:14]([C:17]3[N:22]=[C:21]([NH:23][C:24]4[CH:29]=[CH:28][C:27]([N:30]5[CH2:31][CH2:32][N:33]([CH:36]6[CH2:39][O:38][CH2:37]6)[CH2:34][CH2:35]5)=[CH:26][CH:25]=4)[N:20]=[CH:19][N:18]=3)=[CH:13][C:10]=2[C:11]#[N:12])[CH2:6][CH2:5][N:4]([C:41](=[O:42])[CH2:40][OH:43])[CH2:3]1. (5) Given the reactants [C:1]([N:8]1[CH2:13][CH2:12][NH:11][CH2:10][CH2:9]1)([O:3][C:4]([CH3:7])([CH3:6])[CH3:5])=[O:2].[CH:14]1[CH:19]=[CH:18][C:17]([CH2:20][C:21]2[CH:26]=[CH:25][C:24](I)=[CH:23][CH:22]=2)=[CH:16][CH:15]=1.P(C(C)(C)C)(C(C)(C)C)C(C)(C)C.O(C(C)(C)C)[Na], predict the reaction product. The product is: [C:4]([O:3][C:1]([N:8]1[CH2:9][CH2:10][N:11]([C:24]2[CH:25]=[CH:26][C:21]([CH2:20][C:17]3[CH:18]=[CH:19][CH:14]=[CH:15][CH:16]=3)=[CH:22][CH:23]=2)[CH2:12][CH2:13]1)=[O:2])([CH3:7])([CH3:6])[CH3:5].